This data is from TCR-epitope binding with 47,182 pairs between 192 epitopes and 23,139 TCRs. The task is: Binary Classification. Given a T-cell receptor sequence (or CDR3 region) and an epitope sequence, predict whether binding occurs between them. (1) The epitope is YFPLQSYGF. The TCR CDR3 sequence is CASSLPAEETQYF. Result: 1 (the TCR binds to the epitope). (2) Result: 1 (the TCR binds to the epitope). The epitope is RLQSLQTYV. The TCR CDR3 sequence is CASSQDWRAGAYNEQFF.